Regression/Classification. Given a drug SMILES string, predict its toxicity properties. Task type varies by dataset: regression for continuous values (e.g., LD50, hERG inhibition percentage) or binary classification for toxic/non-toxic outcomes (e.g., AMES mutagenicity, cardiotoxicity, hepatotoxicity). Dataset: ames. From a dataset of Ames mutagenicity test results for genotoxicity prediction. The drug is O=C1C(O)=C(O)O[C@@H]1[C@@H](O)CO. The result is 0 (non-mutagenic).